From a dataset of Reaction yield outcomes from USPTO patents with 853,638 reactions. Predict the reaction yield, written as a fraction of the theoretical maximum amount of product (1.0 means a 100% yield; for example, 0.34 means a 34% yield). (1) The reactants are Cl.[NH2:2][C:3]1[C:4]2[C:14]([O:15][CH2:16][C:17]([NH2:20])([CH3:19])[CH3:18])=[CH:13][CH:12]=[CH:11][C:5]=2[NH:6][S:7](=[O:10])(=[O:9])[N:8]=1.[Br:21][C:22]1[CH:23]=[C:24]([CH:28]=[CH:29][N:30]=1)[C:25](O)=[O:26]. No catalyst specified. The product is [NH2:2][C:3]1[C:4]2[C:14]([O:15][CH2:16][C:17]([NH:20][C:25](=[O:26])[C:24]3[CH:28]=[CH:29][N:30]=[C:22]([Br:21])[CH:23]=3)([CH3:18])[CH3:19])=[CH:13][CH:12]=[CH:11][C:5]=2[NH:6][S:7](=[O:10])(=[O:9])[N:8]=1. The yield is 0.620. (2) The reactants are Cl[C:2]1[C:7]2[C:8](=[O:22])[N:9]([CH2:11][C:12]3[CH:17]=[CH:16][C:15]([O:18][CH3:19])=[CH:14][C:13]=3[O:20][CH3:21])[CH2:10][C:6]=2[C:5]([F:23])=[C:4]([NH:24][C@@H:25]2[CH2:30][CH2:29][CH2:28][CH2:27][C@@H:26]2[NH:31][C:32](=[O:38])[O:33][C:34]([CH3:37])([CH3:36])[CH3:35])[N:3]=1.CC1(C)C(C)(C)OB([C:47]2[CH:48]=[N:49][N:50]3[CH:55]=[CH:54][CH:53]=[CH:52][C:51]=23)O1.C(=O)([O-])[O-].[Na+].[Na+]. The catalyst is COCCOC.O.C1C=CC([P]([Pd]([P](C2C=CC=CC=2)(C2C=CC=CC=2)C2C=CC=CC=2)([P](C2C=CC=CC=2)(C2C=CC=CC=2)C2C=CC=CC=2)[P](C2C=CC=CC=2)(C2C=CC=CC=2)C2C=CC=CC=2)(C2C=CC=CC=2)C2C=CC=CC=2)=CC=1. The product is [CH3:21][O:20][C:13]1[CH:14]=[C:15]([O:18][CH3:19])[CH:16]=[CH:17][C:12]=1[CH2:11][N:9]1[CH2:10][C:6]2[C:5]([F:23])=[C:4]([NH:24][C@@H:25]3[CH2:30][CH2:29][CH2:28][CH2:27][C@@H:26]3[NH:31][C:32](=[O:38])[O:33][C:34]([CH3:37])([CH3:36])[CH3:35])[N:3]=[C:2]([C:47]3[CH:48]=[N:49][N:50]4[CH:55]=[CH:54][CH:53]=[CH:52][C:51]=34)[C:7]=2[C:8]1=[O:22]. The yield is 0.461. (3) The reactants are [H-].[Na+].C(OP([CH2:11][C:12]([O:14][C:15]([CH3:18])([CH3:17])[CH3:16])=[O:13])(OCC)=O)C.[CH:19]([C:21]1[CH:22]=[C:23]([CH:28]=[CH:29][CH:30]=1)[C:24]([O:26][CH3:27])=[O:25])=O.O. The catalyst is O1CCCC1. The product is [C:15]([O:14][C:12](=[O:13])/[CH:11]=[CH:19]/[C:21]1[CH:22]=[C:23]([CH:28]=[CH:29][CH:30]=1)[C:24]([O:26][CH3:27])=[O:25])([CH3:16])([CH3:17])[CH3:18]. The yield is 0.800. (4) The reactants are [C:1]([CH2:3][O:4][CH:5]1[CH2:8][N:7]([C:9]([O:11][C:12]([CH3:15])([CH3:14])[CH3:13])=[O:10])[CH2:6]1)#[N:2]. The yield is 0.870. The catalyst is CCO.[Pd]. The product is [NH2:2][CH2:1][CH2:3][O:4][CH:5]1[CH2:8][N:7]([C:9]([O:11][C:12]([CH3:15])([CH3:14])[CH3:13])=[O:10])[CH2:6]1. (5) The reactants are [CH2:1]1[C:5]2([CH2:13][O:12][C:7]3([CH2:11][CH2:10][CH2:9][CH2:8]3)[NH:6]2)[CH2:4][CH2:3][CH2:2]1.[BH4-].[Na+]. The catalyst is CCO.O. The product is [CH:7]1([NH:6][C:5]2([CH2:13][OH:12])[CH2:1][CH2:2][CH2:3][CH2:4]2)[CH2:11][CH2:10][CH2:9][CH2:8]1. The yield is 0.850.